Regression. Given a peptide amino acid sequence and an MHC pseudo amino acid sequence, predict their binding affinity value. This is MHC class II binding data. From a dataset of Peptide-MHC class II binding affinity with 134,281 pairs from IEDB. The peptide sequence is AAVVRFQEAANKQKQ. The MHC is DRB1_1201 with pseudo-sequence DRB1_1201. The binding affinity (normalized) is 0.